This data is from Forward reaction prediction with 1.9M reactions from USPTO patents (1976-2016). The task is: Predict the product of the given reaction. Given the reactants [C:1]([C:3]1[CH:4]=[C:5]2[C:9](=[CH:10][CH:11]=1)[NH:8][C:7]([C:12](=O)[C:13]([O:15]C)=O)=[CH:6]2)#[N:2].Br.Br.[NH2:20][C:21]1[C:25]([NH2:26])=[CH:24][S:23][CH:22]=1, predict the reaction product. The product is: [O:15]=[C:13]1[C:12]([C:7]2[NH:8][C:9]3[C:5]([CH:6]=2)=[CH:4][C:3]([C:1]#[N:2])=[CH:11][CH:10]=3)=[N:20][C:21]2=[CH:22][S:23][CH:24]=[C:25]2[NH:26]1.